This data is from Full USPTO retrosynthesis dataset with 1.9M reactions from patents (1976-2016). The task is: Predict the reactants needed to synthesize the given product. (1) Given the product [F:1][C:2]1[CH:31]=[CH:30][C:5]([C:6](/[N:8]=[C:9]2\[NH:10][C:11]3[CH:27]=[CH:26][C:25]([CH2:28][N:36]4[CH2:41][CH2:40][CH2:39][CH2:38][CH2:37]4)=[CH:24][C:12]=3[N:13]\2[C@@H:14]2[CH2:15][CH2:16][C@H:17]([C:20]([O:22][CH3:23])=[O:21])[CH2:18][CH2:19]2)=[O:7])=[CH:4][CH:3]=1, predict the reactants needed to synthesize it. The reactants are: [F:1][C:2]1[CH:31]=[CH:30][C:5]([C:6]([NH:8][C:9]2[N:13]([C@@H:14]3[CH2:19][CH2:18][C@H:17]([C:20]([O:22][CH3:23])=[O:21])[CH2:16][CH2:15]3)[C:12]3[CH:24]=[C:25]([CH2:28]O)[CH:26]=[CH:27][C:11]=3[N:10]=2)=[O:7])=[CH:4][CH:3]=1.S(Cl)(Cl)=O.[NH:36]1[CH2:41][CH2:40][CH2:39][CH2:38][CH2:37]1. (2) Given the product [C:1]([O:5][C@@H:6]([C:11]1[C:40]([CH3:41])=[C:39]([CH3:50])[C:38]2=[N:42][C:35]3=[CH:36][N:37]2[C:12]=1[N:13]1[CH2:14][CH2:15][C:16]([CH3:49])([O:17][CH2:18][CH2:19][CH2:20][CH2:21][C@H:22]([CH3:46])[O:23][C:24]2[CH:25]=[C:26]([F:45])[CH:27]=[C:28]([F:44])[C:29]=2[C:30]2[CH:43]=[C:34]3[CH:33]=[CH:32][CH:31]=2)[CH2:47][CH2:48]1)[C:7]([OH:9])=[O:8])([CH3:2])([CH3:3])[CH3:4], predict the reactants needed to synthesize it. The reactants are: [C:1]([O:5][C@@H:6]([C:11]1[C:40]([CH3:41])=[CH:39][C:38]2=[N:42][C:35]3=[CH:36][N:37]2[C:12]=1[N:13]1[CH2:48][CH2:47][C:16]([CH3:49])([O:17][CH2:18][CH2:19][CH2:20][CH2:21][C@H:22]([CH3:46])[O:23][C:24]2[CH:25]=[C:26]([F:45])[CH:27]=[C:28]([F:44])[C:29]=2[C:30]2[CH:43]=[C:34]3[CH:33]=[CH:32][CH:31]=2)[CH2:15][CH2:14]1)[C:7]([O:9]C)=[O:8])([CH3:4])([CH3:3])[CH3:2].[C:50](O[C@@H](C1C(C)=CC2=NC3=C(Cl)N2C=1N1CCC(C)(OCCCC[C@H](C)OC2C=CC(C)=CC=2C2C=C3C=CC=2)CC1)C(O)=O)(C)(C)C. (3) Given the product [CH3:40][O:39][C:10]1[C:9]([S:6]([NH2:5])(=[O:8])=[O:7])=[CH:14][C:13]([C:15]2[N:20]=[C:19]([N:21]3[CH2:29][C:28]4[C:23](=[N:24][CH:25]=[CH:26][CH:27]=4)[CH2:22]3)[C:18]3=[C:30]([C:33]4[CH:38]=[CH:37][CH:36]=[CH:35][CH:34]=4)[CH:31]=[CH:32][N:17]3[N:16]=2)=[CH:12][N:11]=1, predict the reactants needed to synthesize it. The reactants are: C([NH:5][S:6]([C:9]1[C:10]([O:39][CH3:40])=[N:11][CH:12]=[C:13]([C:15]2[N:20]=[C:19]([N:21]3[CH2:29][C:28]4[C:23](=[N:24][CH:25]=[CH:26][CH:27]=4)[CH2:22]3)[C:18]3=[C:30]([C:33]4[CH:38]=[CH:37][CH:36]=[CH:35][CH:34]=4)[CH:31]=[CH:32][N:17]3[N:16]=2)[CH:14]=1)(=[O:8])=[O:7])(C)(C)C.C(O)(C(F)(F)F)=O. (4) The reactants are: [CH3:1][O:2][C:3]1[CH:4]=[C:5]2[C:10](=[CH:11][C:12]=1[O:13][CH3:14])[N:9]=[CH:8][N:7]=[C:6]2[O:15][C:16]1[CH:17]=[C:18]([CH:20]=[CH:21][CH:22]=1)[NH2:19].[O:23]1[CH2:28][CH2:27][CH:26]([C:29]2[CH:33]=[C:32]([NH:34][C:35](=O)[O:36]C3C=CC=CC=3)[O:31][N:30]=2)[CH2:25][CH2:24]1.COC1C=C2C(=CC=1OC)N=CN=C2OC1C=C(NC(NC2ON=C(C(C)C)C=2)=O)C=CC=1. Given the product [CH3:1][O:2][C:3]1[CH:4]=[C:5]2[C:10](=[CH:11][C:12]=1[O:13][CH3:14])[N:9]=[CH:8][N:7]=[C:6]2[O:15][C:16]1[CH:17]=[C:18]([NH:19][C:35]([NH:34][C:32]2[O:31][N:30]=[C:29]([CH:26]3[CH2:27][CH2:28][O:23][CH2:24][CH2:25]3)[CH:33]=2)=[O:36])[CH:20]=[CH:21][CH:22]=1, predict the reactants needed to synthesize it. (5) Given the product [CH3:30][O:29][C:27](=[O:28])[C:26]1[CH:31]=[CH:32][C:23]([N:16]2[CH:17]=[C:13]([C:12]3[C:8]([C:5]4[CH:6]=[CH:7][C:2]([F:1])=[CH:3][CH:4]=4)=[N:9][O:10][C:11]=3[C:18]([F:21])([F:19])[F:20])[N:14]=[CH:15]2)=[CH:24][CH:25]=1, predict the reactants needed to synthesize it. The reactants are: [F:1][C:2]1[CH:7]=[CH:6][C:5]([C:8]2[C:12]([C:13]3[N:14]=[CH:15][NH:16][CH:17]=3)=[C:11]([C:18]([F:21])([F:20])[F:19])[O:10][N:9]=2)=[CH:4][CH:3]=1.F[C:23]1[CH:32]=[CH:31][C:26]([C:27]([O:29][CH3:30])=[O:28])=[CH:25][CH:24]=1. (6) Given the product [Cl:27][C:24]1[CH:25]=[CH:26][C:21]([C:18]2[CH:19]=[C:20]3[CH:11]([N:7]4[C:8](=[O:10])[CH2:9][C@H:5]([OH:4])[C:6]4=[O:38])[CH2:12][C:13]([CH3:37])([CH3:36])[O:14][C:15]3=[N:16][C:17]=2[C:28]2[CH:33]=[CH:32][C:31]([Cl:34])=[CH:30][C:29]=2[Cl:35])=[CH:22][CH:23]=1, predict the reactants needed to synthesize it. The reactants are: C([O:4][C@H:5]1[CH2:9][C:8](=[O:10])[N:7]([CH:11]2[C:20]3[C:15](=[N:16][C:17]([C:28]4[CH:33]=[CH:32][C:31]([Cl:34])=[CH:30][C:29]=4[Cl:35])=[C:18]([C:21]4[CH:26]=[CH:25][C:24]([Cl:27])=[CH:23][CH:22]=4)[CH:19]=3)[O:14][C:13]([CH3:37])([CH3:36])[CH2:12]2)[C:6]1=[O:38])(=O)C.C1(C)C=CC(S(O)(=O)=O)=CC=1.